Dataset: Full USPTO retrosynthesis dataset with 1.9M reactions from patents (1976-2016). Task: Predict the reactants needed to synthesize the given product. (1) Given the product [Cl:15][C:16]1[N:17]=[C:18]([NH:1][C@@H:2]2[CH2:7][CH2:6][CH2:5][N:4]([C:8]([O:10][C:11]([CH3:14])([CH3:13])[CH3:12])=[O:9])[CH2:3]2)[C:19]([F:28])=[C:20]([N:22]2[CH2:23][CH2:24][O:25][CH2:26][CH2:27]2)[N:21]=1, predict the reactants needed to synthesize it. The reactants are: [NH2:1][C@@H:2]1[CH2:7][CH2:6][CH2:5][N:4]([C:8]([O:10][C:11]([CH3:14])([CH3:13])[CH3:12])=[O:9])[CH2:3]1.[Cl:15][C:16]1[N:21]=[C:20]([N:22]2[CH2:27][CH2:26][O:25][CH2:24][CH2:23]2)[C:19]([F:28])=[C:18](Cl)[N:17]=1. (2) Given the product [OH:7][C@@H:8]1[C@@H:13]([OH:14])[C@H:12]([OH:18])[C@@H:11]([CH2:22][OH:23])[O:10][C@H:9]1[C:27]1[CH:28]=[C:29]([CH:30]=[CH:31][CH:32]=1)[CH2:33][C:34]1[CH:43]=[C:42]2[C:36](=[CH:37][CH:38]=[CH:39][CH:40]=[CH:41]2)[C:35]=1[C:44](=[O:46])[CH3:45], predict the reactants needed to synthesize it. The reactants are: C[O-].[Na+].C([O:7][C@@H:8]1[C@@H:13]([O:14]C(=O)C)[C@H:12]([O:18]C(=O)C)[C@@H:11]([CH2:22][O:23]C(=O)C)[O:10][C@H:9]1[C:27]1[CH:32]=[CH:31][CH:30]=[C:29]([CH2:33][C:34]2[CH:43]=[C:42]3[C:36](=[CH:37][CH:38]=[CH:39][CH:40]=[CH:41]3)[C:35]=2[C:44](=[O:46])[CH3:45])[CH:28]=1)(=O)C.Cl. (3) Given the product [C:1]([CH2:4][CH2:5][NH:6][C:7]1[CH:12]=[CH:11][C:10]([C:13]2[CH:14]=[C:15]([C:23]3[CH:28]=[CH:27][C:26]([C:29]([O:31][CH2:32][CH3:33])=[O:30])=[CH:25][CH:24]=3)[CH:16]=[CH:17][C:18]=2[CH2:19][CH2:20][CH2:21][NH:41][CH:38]2[CH2:40][CH2:39]2)=[CH:9][C:8]=1[C:34]([CH3:37])([CH3:36])[CH3:35])(=[O:3])[CH3:2], predict the reactants needed to synthesize it. The reactants are: [C:1]([CH2:4][CH2:5][NH:6][C:7]1[CH:12]=[CH:11][C:10]([C:13]2[CH:14]=[C:15]([C:23]3[CH:28]=[CH:27][C:26]([C:29]([O:31][CH2:32][CH3:33])=[O:30])=[CH:25][CH:24]=3)[CH:16]=[CH:17][C:18]=2[CH2:19][CH2:20][CH2:21]Br)=[CH:9][C:8]=1[C:34]([CH3:37])([CH3:36])[CH3:35])(=[O:3])[CH3:2].[CH:38]1([NH2:41])[CH2:40][CH2:39]1. (4) Given the product [CH3:1][CH:2]1[C:9]2[CH:8]=[C:7]([C:10]([OH:12])=[O:11])[NH:6][C:5]=2[CH2:4][CH2:3]1, predict the reactants needed to synthesize it. The reactants are: [CH3:1][CH:2]1[C:9]2[CH:8]=[C:7]([C:10]([O:12]C)=[O:11])[NH:6][C:5]=2[CH2:4][CH2:3]1.O.[OH-].[Li+].